From a dataset of Forward reaction prediction with 1.9M reactions from USPTO patents (1976-2016). Predict the product of the given reaction. (1) Given the reactants [N:1]([CH2:4][C:5]([O:7][CH2:8][CH3:9])=[O:6])=[C:2]=[S:3].Cl.[O-:11][Mn](=O)(=O)=O.[K+].[C:17]([N:25]=[C:26]=[O:27])(=[O:24])[C:18]1[CH:23]=[CH:22][CH:21]=[CH:20][CH:19]=1, predict the reaction product. The product is: [C:17]([N:25]1[C:26](=[O:27])[N:1]([CH2:4][C:5]([O:7][CH2:8][CH3:9])=[O:6])[C:2](=[O:11])[S:3]1)(=[O:24])[C:18]1[CH:23]=[CH:22][CH:21]=[CH:20][CH:19]=1. (2) Given the reactants C(NC1N=C2C(N=C(OC)N2C[CH2:16][CH2:17][CH2:18][CH:19]2[CH2:23][CH2:22][CH2:21][O:20]2)=C(N)N=1)CCC.FC(F)(F)C(O)=O.[CH3:34][C@@H:35]([O:39][C:40]1[NH:41][C:42]([NH2:51])=[C:43]2[C:47]([N:48]=1)=[N:46][C:45]([O:49][CH3:50])=[N:44]2)[CH2:36][CH2:37][CH3:38].BrCCC1CCCOC1, predict the reaction product. The product is: [CH3:34][C@@H:35]([O:39][C:40]1[N:48]=[C:47]2[C:43]([N:44]=[C:45]([O:49][CH3:50])[N:46]2[CH2:16][CH2:17][CH:18]2[CH2:23][CH2:22][CH2:21][O:20][CH2:19]2)=[C:42]([NH2:51])[N:41]=1)[CH2:36][CH2:37][CH3:38]. (3) Given the reactants [Cl:1][C:2]1[CH:3]=[C:4]([CH:20]=[CH:21][C:22]=1[Cl:23])[CH2:5][NH:6][C:7]([C:9]([NH:12][C:13](=[O:19])[O:14][C:15]([CH3:18])([CH3:17])[CH3:16])([CH3:11])[CH3:10])=O.B.O1CCCC1.CO, predict the reaction product. The product is: [Cl:1][C:2]1[CH:3]=[C:4]([CH:20]=[CH:21][C:22]=1[Cl:23])[CH2:5][NH:6][CH2:7][C:9]([NH:12][C:13](=[O:19])[O:14][C:15]([CH3:18])([CH3:16])[CH3:17])([CH3:10])[CH3:11]. (4) Given the reactants CC([O-])=O.[Na+].C([O:9][CH2:10][C:11]1[CH:16]=[C:15]([Cl:17])[C:14]([CH2:18][C:19]2[CH:24]=[CH:23][C:22]([CH2:25][CH3:26])=[CH:21][CH:20]=2)=[CH:13][C:12]=1[C@H:27]1[C@H:32]([O:33][CH2:34][C:35]2[CH:40]=[CH:39][CH:38]=[CH:37][CH:36]=2)[C@@H:31]([O:41][CH2:42][C:43]2[CH:48]=[CH:47][CH:46]=[CH:45][CH:44]=2)[C@H:30]([O:49][CH2:50][C:51]2[CH:56]=[CH:55][CH:54]=[CH:53][CH:52]=2)[C@@H:29]([CH2:57][O:58][CH2:59][C:60]2[CH:65]=[CH:64][CH:63]=[CH:62][CH:61]=2)[O:28]1)C=C, predict the reaction product. The product is: [Cl:17][C:15]1[C:14]([CH2:18][C:19]2[CH:20]=[CH:21][C:22]([CH2:25][CH3:26])=[CH:23][CH:24]=2)=[CH:13][C:12]([C@H:27]2[C@H:32]([O:33][CH2:34][C:35]3[CH:36]=[CH:37][CH:38]=[CH:39][CH:40]=3)[C@@H:31]([O:41][CH2:42][C:43]3[CH:48]=[CH:47][CH:46]=[CH:45][CH:44]=3)[C@H:30]([O:49][CH2:50][C:51]3[CH:56]=[CH:55][CH:54]=[CH:53][CH:52]=3)[C@@H:29]([CH2:57][O:58][CH2:59][C:60]3[CH:61]=[CH:62][CH:63]=[CH:64][CH:65]=3)[O:28]2)=[C:11]([CH2:10][OH:9])[CH:16]=1.